Dataset: Forward reaction prediction with 1.9M reactions from USPTO patents (1976-2016). Task: Predict the product of the given reaction. (1) Given the reactants [C:1]([O:5][C:6](=[O:23])[NH:7][C:8]1[CH:13]=[C:12]([N:14]2[CH2:18][CH2:17][CH2:16][CH2:15]2)[C:11]([CH3:19])=[CH:10][C:9]=1[N+:20]([O-])=O)([CH3:4])([CH3:3])[CH3:2], predict the reaction product. The product is: [C:1]([O:5][C:6](=[O:23])[NH:7][C:8]1[CH:13]=[C:12]([N:14]2[CH2:15][CH2:16][CH2:17][CH2:18]2)[C:11]([CH3:19])=[CH:10][C:9]=1[NH2:20])([CH3:4])([CH3:2])[CH3:3]. (2) Given the reactants [Cl:1][C:2]1[N:7]=[C:6](Cl)[N:5]=[C:4]([O:9][CH3:10])[N:3]=1.[CH3:11][Zn]C.C1(C)C=CC=CC=1.O, predict the reaction product. The product is: [Cl:1][C:2]1[N:3]=[C:4]([O:9][CH3:10])[N:5]=[C:6]([CH3:11])[N:7]=1. (3) Given the reactants [F:1][C:2]1[CH:7]=[CH:6][CH:5]=[CH:4][C:3]=1[C:8]1[C:13]([C:14](O)=[O:15])=[CH:12][N:11]=[C:10]([N:17]2[CH2:22][CH2:21][O:20][CH2:19][CH2:18]2)[N:9]=1.C(Cl)(=O)C(Cl)=O.[CH:29]([NH:32][CH2:33][C:34]1[CH:39]=[CH:38][CH:37]=[CH:36][CH:35]=1)([CH3:31])[CH3:30], predict the reaction product. The product is: [CH2:33]([N:32]([CH:29]([CH3:31])[CH3:30])[C:14]([C:13]1[C:8]([C:3]2[CH:4]=[CH:5][CH:6]=[CH:7][C:2]=2[F:1])=[N:9][C:10]([N:17]2[CH2:18][CH2:19][O:20][CH2:21][CH2:22]2)=[N:11][CH:12]=1)=[O:15])[C:34]1[CH:39]=[CH:38][CH:37]=[CH:36][CH:35]=1. (4) Given the reactants Br[C:2]1[CH:7]=[CH:6][C:5]([C:8]([N:10]2[CH2:15][CH2:14][N:13]([CH3:16])[CH2:12][CH2:11]2)=[O:9])=[C:4]([O:17][CH3:18])[CH:3]=1.[B:19]1([B:19]2[O:23][C:22]([CH3:25])([CH3:24])[C:21]([CH3:27])([CH3:26])[O:20]2)[O:23][C:22]([CH3:25])([CH3:24])[C:21]([CH3:27])([CH3:26])[O:20]1.CC([O-])=O.[K+], predict the reaction product. The product is: [CH3:18][O:17][C:4]1[CH:3]=[C:2]([B:19]2[O:23][C:22]([CH3:25])([CH3:24])[C:21]([CH3:27])([CH3:26])[O:20]2)[CH:7]=[CH:6][C:5]=1[C:8]([N:10]1[CH2:15][CH2:14][N:13]([CH3:16])[CH2:12][CH2:11]1)=[O:9]. (5) Given the reactants [BH4-].[Na+].[Cl:3][C:4]1[C:5]([C:25](OC)=[O:26])=[N:6][CH:7]=[C:8]([C:10]2[CH:15]=[CH:14][C:13]([C:16](=[O:22])[NH:17][S:18]([CH3:21])(=[O:20])=[O:19])=[CH:12][C:11]=2[O:23][CH3:24])[CH:9]=1, predict the reaction product. The product is: [Cl:3][C:4]1[CH:9]=[C:8]([C:10]2[CH:15]=[CH:14][C:13]([C:16]([NH:17][S:18]([CH3:21])(=[O:20])=[O:19])=[O:22])=[CH:12][C:11]=2[O:23][CH3:24])[CH:7]=[N:6][C:5]=1[CH2:25][OH:26].